From a dataset of Full USPTO retrosynthesis dataset with 1.9M reactions from patents (1976-2016). Predict the reactants needed to synthesize the given product. (1) Given the product [CH3:8][CH:7]([CH3:9])[CH2:6][CH:5]([C:10]1[CH:11]=[C:12]([C:23]2[CH:28]=[CH:27][C:26]([C:29]([F:31])([F:32])[F:30])=[CH:25][CH:24]=2)[CH:13]=[C:14]([N:16]2[CH2:21][CH2:20][CH2:19][CH2:18][CH:17]2[CH3:22])[CH:15]=1)[C:4]([OH:33])=[O:3], predict the reactants needed to synthesize it. The reactants are: C([O:3][C:4](=[O:33])[CH:5]([C:10]1[CH:11]=[C:12]([C:23]2[CH:28]=[CH:27][C:26]([C:29]([F:32])([F:31])[F:30])=[CH:25][CH:24]=2)[CH:13]=[C:14]([N:16]2[CH2:21][CH2:20][CH2:19][CH2:18][CH:17]2[CH3:22])[CH:15]=1)[CH2:6][CH:7]([CH3:9])[CH3:8])C.[OH-].[Na+]. (2) Given the product [C:1]([O:4][C@H:5]1[CH2:22][CH2:21][C@@:20]2([CH3:23])[C@@H:7]([CH2:8][CH2:9][C@:10]3([CH3:46])[C@@H:19]2[CH2:18][CH2:17][C@H:16]2[C@@:11]3([CH3:45])[CH2:12][CH2:13][C@@:14]3([CH:31]4[O:44][C:50](=[O:49])[N:33]([C:34]5([C:37]6[N:38]=[CH:39][C:40]([Cl:43])=[CH:41][N:42]=6)[CH2:36][CH2:35]5)[CH2:32]4)[CH2:26][C:25](=[O:27])[C:24]([CH:28]([CH3:30])[CH3:29])=[C:15]32)[C:6]1([CH3:48])[CH3:47])(=[O:3])[CH3:2], predict the reactants needed to synthesize it. The reactants are: [C:1]([O:4][C@H:5]1[CH2:22][CH2:21][C@@:20]2([CH3:23])[C@@H:7]([CH2:8][CH2:9][C@:10]3([CH3:46])[C@@H:19]2[CH2:18][CH2:17][C@H:16]2[C@@:11]3([CH3:45])[CH2:12][CH2:13][C@@:14]3([CH:31]([OH:44])[CH2:32][NH:33][C:34]4([C:37]5[N:42]=[CH:41][C:40]([Cl:43])=[CH:39][N:38]=5)[CH2:36][CH2:35]4)[CH2:26][C:25](=[O:27])[C:24]([CH:28]([CH3:30])[CH3:29])=[C:15]32)[C:6]1([CH3:48])[CH3:47])(=[O:3])[CH3:2].[O:49](C(OC(C)(C)C)=O)[C:50](OC(C)(C)C)=O. (3) Given the product [CH3:16][CH:15]([C:11]1[CH:10]=[C:9]([CH3:12])[N:8]=[N:7][C:6]=1[NH:5][C:3](=[O:4])[C:2]([CH3:14])([CH3:13])[CH3:1])[CH3:17], predict the reactants needed to synthesize it. The reactants are: [CH3:1][C:2]([CH3:14])([CH3:13])[C:3]([NH:5][C:6]1[N:7]=[N:8][C:9]([CH3:12])=[CH:10][CH:11]=1)=[O:4].[CH:15]([Mg]Br)([CH3:17])[CH3:16].[NH4+].[Cl-]. (4) Given the product [Br:7][C:8]1[CH:9]=[C:10]2[C:15](=[CH:16][CH:17]=1)[N:14]=[C:13]([C:18]([CH3:19])=[CH2:1])[CH:12]=[CH:11]2, predict the reactants needed to synthesize it. The reactants are: [CH3:1]C(C)([O-])C.[K+].[Br:7][C:8]1[CH:9]=[C:10]2[C:15](=[CH:16][CH:17]=1)[N:14]=[C:13]([C:18](=O)[CH3:19])[CH:12]=[CH:11]2. (5) Given the product [CH2:2]([O:14][C:8]1[C:7]([F:6])=[CH:12][CH:11]=[CH:10][C:9]=1[F:13])[CH2:3][CH:4]=[CH2:5], predict the reactants needed to synthesize it. The reactants are: Br[CH2:2][CH2:3][CH:4]=[CH2:5].[F:6][C:7]1[CH:12]=[CH:11][CH:10]=[C:9]([F:13])[C:8]=1[OH:14].C(=O)([O-])[O-].[K+].[K+]. (6) Given the product [Br:42][C:43]1[CH:49]=[CH:48][C:46]([NH:47][CH2:40][C:19]2[CH:18]=[CH:17][C:16]([Cl:15])=[CH:21][C:20]=2[C:22]2[CH:23]=[CH:24][C:25]([C:28]([NH:30][CH2:31][CH2:32][C:33]([O:35][C:36]([CH3:37])([CH3:38])[CH3:39])=[O:34])=[O:29])=[N:26][CH:27]=2)=[CH:45][CH:44]=1, predict the reactants needed to synthesize it. The reactants are: [BH-](OC(C)=O)(OC(C)=O)OC(C)=O.[Na+].[Cl:15][C:16]1[CH:17]=[CH:18][C:19]([CH:40]=O)=[C:20]([C:22]2[CH:23]=[CH:24][C:25]([C:28]([NH:30][CH2:31][CH2:32][C:33]([O:35][C:36]([CH3:39])([CH3:38])[CH3:37])=[O:34])=[O:29])=[N:26][CH:27]=2)[CH:21]=1.[Br:42][C:43]1[CH:49]=[CH:48][C:46]([NH2:47])=[CH:45][CH:44]=1. (7) Given the product [Cl:1][C:2]1[CH:10]=[CH:9][C:5]([C:6]([Cl:18])=[O:7])=[CH:4][C:3]=1[C:11]([F:14])([F:13])[F:12], predict the reactants needed to synthesize it. The reactants are: [Cl:1][C:2]1[CH:10]=[CH:9][C:5]([C:6](O)=[O:7])=[CH:4][C:3]=1[C:11]([F:14])([F:13])[F:12].C(Cl)(=O)C([Cl:18])=O.CN(C=O)C.